This data is from Forward reaction prediction with 1.9M reactions from USPTO patents (1976-2016). The task is: Predict the product of the given reaction. (1) Given the reactants [N:1]1[C:2]([CH2:10][N:11]([CH3:22])[C@@H:12]2[C:21]3[N:20]=[CH:19][CH:18]=[CH:17][C:16]=3[CH2:15][CH2:14][CH2:13]2)=[CH:3][N:4]2[CH:9]=[CH:8][CH:7]=[CH:6][C:5]=12.[CH3:23][NH:24][CH2:25][CH:26]([CH3:28])[CH3:27].[CH3:29]N(CC1N=C2C=CC=CN2C=1CN1CCOCC1)[C@@H]1C2N=CC=CC=2CCC1, predict the reaction product. The product is: [CH3:22][N:11]([CH2:10][C:2]1[N:1]=[C:5]2[CH:6]=[CH:7][CH:8]=[CH:9][N:4]2[C:3]=1[CH2:23][N:24]([CH3:29])[CH2:25][CH:26]([CH3:28])[CH3:27])[C@@H:12]1[C:21]2[N:20]=[CH:19][CH:18]=[CH:17][C:16]=2[CH2:15][CH2:14][CH2:13]1. (2) The product is: [C:1]([O:5][C:6](=[O:18])[NH:7][C@@H:8]1[C:16]2[C:11](=[CH:12][CH:13]=[CH:14][CH:15]=2)[CH2:10][C@@H:9]1[O:17][CH3:25])([CH3:4])([CH3:2])[CH3:3]. Given the reactants [C:1]([O:5][C:6](=[O:18])[NH:7][C@@H:8]1[C:16]2[C:11](=[CH:12][CH:13]=[CH:14][CH:15]=2)[CH2:10][C@@H:9]1[OH:17])([CH3:4])([CH3:3])[CH3:2].[O-2].[Ba+2].[OH-].[Ba+2].[OH-].I[CH3:25], predict the reaction product. (3) Given the reactants Cl[C:2]1[C:11]2[C:6](=[CH:7][CH:8]=[C:9]([Cl:12])[CH:10]=2)[N:5]=[C:4]([N:13]2[CH2:19][C:18]3[CH:20]=[C:21]([F:24])[CH:22]=[CH:23][C:17]=3[S:16](=[O:26])(=[O:25])[CH2:15][CH2:14]2)[CH:3]=1.[NH2:27][CH2:28][C:29]1([NH2:33])[CH2:32][O:31][CH2:30]1, predict the reaction product. The product is: [NH2:33][C:29]1([CH2:28][NH:27][C:2]2[C:11]3[C:6](=[CH:7][CH:8]=[C:9]([Cl:12])[CH:10]=3)[N:5]=[C:4]([N:13]3[CH2:19][C:18]4[CH:20]=[C:21]([F:24])[CH:22]=[CH:23][C:17]=4[S:16](=[O:26])(=[O:25])[CH2:15][CH2:14]3)[CH:3]=2)[CH2:32][O:31][CH2:30]1.